From a dataset of Forward reaction prediction with 1.9M reactions from USPTO patents (1976-2016). Predict the product of the given reaction. Given the reactants [Cl:1][C:2]1[C:3]([NH:17][CH:18]2[CH2:20][CH2:19]2)=[N:4][C:5]([NH:8][C:9]2[CH:10]=[C:11]([CH:15]=[O:16])[CH:12]=[CH:13][CH:14]=2)=[N:6][CH:7]=1.[SH:21][CH2:22][CH2:23]O.B(F)(F)F.CCOCC.C([O-])(O)=O.[Na+], predict the reaction product. The product is: [Cl:1][C:2]1[C:3]([NH:17][CH:18]2[CH2:19][CH2:20]2)=[N:4][C:5]([NH:8][C:9]2[CH:14]=[CH:13][CH:12]=[C:11]([CH:15]3[S:21][CH2:22][CH2:23][O:16]3)[CH:10]=2)=[N:6][CH:7]=1.